From a dataset of Experimentally validated miRNA-target interactions with 360,000+ pairs, plus equal number of negative samples. Binary Classification. Given a miRNA mature sequence and a target amino acid sequence, predict their likelihood of interaction. (1) Result: 0 (no interaction). The protein sequence of the target gene is MPTQLEMAMDTMIRIFHRYSGKERKRFKLSKGELKLLLQRELTEFLSCQKETQLVDKIVQDLDANKDNEVDFNEFVVMVAALTVACNDYFVEQLKKKGK. The miRNA is hsa-miR-4525 with sequence GGGGGGAUGUGCAUGCUGGUU. (2) The miRNA is mmu-miR-6393 with sequence CUGCCCACGAAGCACACUGAGU. The protein sequence of the target gene is MARALADLSVNLQVPRVVPSPDSDSDTDLEDPSPRRSAGGLHRSQVIHSGHFMVSSPHSDSLTRRRDQEGPVGLADFGPRSIDPTLTRLFECLSLAYSGKLVSPKWKNFKGLKLLCRDKIRLNNAIWRAWYIQYVQRRKSPVCGFVTPLQGSEADEHRKPEAVVLEGNYWKRRIEVVMREYHKWRIYYKKRLRKSSREGDFLAPKQVEGGWPPPERWCEQLFSSVVPVLLGGSEEEPGGRQLLDLDCFLSDISDTLFTMTQPSPSSLQLPSEDAYVGNADMIQPDLTPLQPSLDDFMEIS.... Result: 0 (no interaction). (3) The miRNA is hsa-miR-607 with sequence GUUCAAAUCCAGAUCUAUAAC. The protein sequence of the target gene is MHGGRSCGPRTRREPSSGEEAAPVTAMAAESALQVVEKLQARLAANPDPKKLLKYLKKLSTLPITVDILAETGVGKTVNSLRKHEHVGSFARDLVAQWKKLVPVERNAEPDEQDFEKSNSRKRPRDALQKEEEMEGDYQETWKATGSRSYSPDHRQKKHRKLSELERPHKVSHGHERRDERKRCHRMSPTYSSDPESSDYGHVQSPPSCTSPHQMYVDHYRSLEEDQEPIVSHQKPGKGHSNAFQDRLGASQERHLGEPHGKGVVSQNKEHKSSHKDKRPVDAKSDEKASVVSREKSHKA.... Result: 1 (interaction). (4) The miRNA is mmu-miR-425-5p with sequence AAUGACACGAUCACUCCCGUUGA. The protein sequence of the target gene is MLAPRGAAVLLLHLVLQRWLAAGAQATPQVFDLLPSSSQRLNPGALLPVLTDPALNDLYVISTFKLQTKSSATIFGLYSSTDNSKYFEFTVMGRLNKAILRYLKNDGKVHLVVFNNLQLADGRRHRILLRLSNLQRGAGSLELYLDCIQVDSVHNLPRAFAGPSQKPETIELRTFQRKPQDFLEELKLVVRGSLFQVASLQDCFLQQSEPLAATGTGDFNRQFLGQMTQLNQLLGEVKDLLRQQVKETSFLRNTIAECQACGPLKFQSPTPSTVVPPAPPAPPTRPPRRCDSNPCFRGVQ.... Result: 0 (no interaction). (5) The miRNA is hsa-miR-3678-3p with sequence CUGCAGAGUUUGUACGGACCGG. The protein sequence of the target gene is MAQILPIRFQEHLQLQNLGINPANIGFSTLTMESDKFICIREKVGEQAQVVIIDMNDPSNPIRRPISADSAIMNPASKVIALKAGKTLQIFNIEMKSKMKAHTMTDDVTFWKWISLNTVALVTDNAVYHWSMEGESQPVKMFDRHSSLAGCQIINYRTDAKQKWLLLTGISAQQNRVVGAMQLYSVDRKVSQPIEGHAASFAQFKMEGNAEESTLFCFAVRGQAGGKLHIIEVGTPPTGNQPFPKKAVDVFFPPEAQNDFPVAMQISEKHDVVFLITKYGYIHLYDLETGTCIYMNRISG.... Result: 0 (no interaction). (6) The miRNA is mmu-miR-3061-3p with sequence CUACCUUUGAUAGUCCACUGCC. The protein sequence of the target gene is MVVSGAPPALGGGCLGTFTSLLLLASTAILNAARIPVPPACGKPQQLNRVVGGEDSTDSEWPWIVSIQKNGTHHCAGSLLTSRWVITAAHCFKDNLNKPYLFSVLLGAWQLGNPGSRSQKVGVAWVEPHPVYSWKEGACADIALVRLERSIQFSERVLPICLPDASIHLPPNTHCWISGWGSIQDGVPLPHPQTLQKLKVPIIDSEVCSHLYWRGAGQGPITEDMLCAGYLEGERDACLGDSGGPLMCQVDGAWLLAGIISWGEGCAERNRPGVYISLSAHRSWVEKIVQGVQLRGRAQG.... Result: 0 (no interaction). (7) The miRNA is hsa-miR-3713 with sequence GGUAUCCGUUUGGGGAUGGU. The protein sequence of the target gene is MAEQESLEFGKADFVLMDTVSMPEFMANLRLRFEKGRIYTFIGEVVVSVNPYKVLNIYGRDTVEQYKGRELYERPPHLFAIADAAYKAMKRRSKDTCIMISGESGAGKTEASKYIMQYIAAITNPSQRAEIERVKNMLLKSNCVLEAFGNAKTNRNDNSSRFGKYMDINFDFKGDPIGGHINNYLLEKSRVIVQQPGERSFHSFYQLLQGGSEQMLHSLHLQKSLSSYNYIRVGAQLKSSINDAAEFKVVADAMKVIGFKPEEIQTVYKILAVILHLGNLKFIVDGDTPLIENGKVVSVI.... Result: 0 (no interaction). (8) Result: 1 (interaction). The miRNA is mmu-miR-466l-5p with sequence UUGUGUGUACAUGUACAUGUAU. The protein sequence of the target gene is MFEKYPGKMEGLFRHNPYMAFPPAVPGLPPGLPPAVSFGSLQGAFQPKNTNPELPPRLGPVLSGLPQKGTQIPDHFRPPLRKPGKWCAMHVRVAYMILRHQEKMKGDSHKLDFRNDLLPCLPGPYGALPPGQELSHPASLFTATGAVHAAANPFTTAPGAHGPFLSPSTHIDPFGRPTSFASLAALSNGAFGGLGSPTFNSSAVFAQKESPGAPPAFASPPDPWGRLHRSPLAFPAWVRPPETARTPGSDKERPMERREPSVTKEEKDRDLPFSRPQLRVSPATPKARAGEEGARPAKES.... (9) The miRNA is hsa-miR-4251 with sequence CCUGAGAAAAGGGCCAA. The protein sequence of the target gene is MGAQDRPQCHFDIEINREPVGRIMFQLFSDICPKTCKNFLCLCSGEKGLGKTTGKKLCYKGSTFHRVVKNFMIQGGDFSEGNGKGGESIYGGYFKDENFILKHDRAFLLSMANRGKHTNGSQFFITTKPAPHLDGVHVVFGLVISGFEVIEQIENLKTDAASRPYADVRVIDCGVLATKSIKDVFEKKRKKPTHSEGSDSSSNSSSSSESSSESELEHERSRRRKHKRRPKVKRSKKRRKEASSSEEPRNKHAMNPKGHSERSDTNEKRSVDSSAKREKPVVRPEEIPPVPENRFLLRRD.... Result: 0 (no interaction). (10) The miRNA is hsa-miR-564 with sequence AGGCACGGUGUCAGCAGGC. The protein sequence of the target gene is MMQTKVQNKKRQVAFFILLMLWGEVGSESIQYSVLEETESGTFVANLTKDLGLRVGELASRGARVVFKGNRQHLQFDPQTHDLLLNEKLDREELCGSTEPCVLPFQVLLENPLQFFQASLRVRDINDHAPEFPAREMLLKISEITMPGKIFPLKMAHDLDTGSNGLQRYTISSNPHFHVLTRNRSEGRKFPELVLDKPLDREEQPQLRLTLIALDGGSPPRSGTSEIQIQVLDINDNVPEFAQELYEAQVPENNPLGSLVITVSARDLDAGSFGKVSYALFQVDDVNQPFEINAITGEIR.... Result: 0 (no interaction).